Dataset: Full USPTO retrosynthesis dataset with 1.9M reactions from patents (1976-2016). Task: Predict the reactants needed to synthesize the given product. (1) Given the product [Br:1][C:2]1[CH:11]=[C:10]2[C:5]([C:6]([Cl:28])=[N:7][C:8]([O:12][CH3:13])=[N:9]2)=[CH:4][CH:3]=1, predict the reactants needed to synthesize it. The reactants are: [Br:1][C:2]1[CH:11]=[C:10]2[C:5]([C:6](=O)[NH:7][C:8]([O:12][CH3:13])=[N:9]2)=[CH:4][CH:3]=1.C1CCN2C(=NCCC2)CC1.O=P(Cl)(Cl)[Cl:28]. (2) Given the product [Cl:32][C:11]1[C:10]2[C:9]([CH3:24])=[C:8]([O:7][CH2:6][C:5]3[CH:25]=[CH:26][C:27]([O:28][CH:29]([CH3:31])[CH3:30])=[C:3]([C:1]#[N:2])[CH:4]=3)[CH:16]=[CH:15][C:14]=2[N:13]2[CH2:17][CH2:18][CH:19]([CH2:20][C:21]([OH:23])=[O:22])[C:12]=12, predict the reactants needed to synthesize it. The reactants are: [C:1]([C:3]1[CH:4]=[C:5]([CH:25]=[CH:26][C:27]=1[O:28][CH:29]([CH3:31])[CH3:30])[CH2:6][O:7][C:8]1[CH:16]=[CH:15][C:14]2[N:13]3[CH2:17][CH2:18][CH:19]([CH2:20][C:21]([OH:23])=[O:22])[C:12]3=[CH:11][C:10]=2[C:9]=1[CH3:24])#[N:2].[Cl:32]N1C(=O)CCC1=O. (3) Given the product [CH3:41][O:40][C:27](=[O:39])[CH2:28][CH2:29][CH2:30][CH2:31][CH2:32][CH2:33][CH2:34][CH2:35][C:36](=[O:37])[NH:25][C:20]1[CH:21]=[CH:22][CH:23]=[CH:24][C:19]=1[S:16](=[O:18])(=[O:17])[NH:15][C:13]([C@@:8]1([NH:7][C:6]([O:5][C:1]([CH3:2])([CH3:3])[CH3:4])=[O:26])[CH2:10][C@H:9]1[CH:11]=[CH2:12])=[O:14], predict the reactants needed to synthesize it. The reactants are: [C:1]([O:5][C:6](=[O:26])[NH:7][C@:8]1([C:13]([NH:15][S:16]([C:19]2[CH:24]=[CH:23][CH:22]=[CH:21][C:20]=2[NH2:25])(=[O:18])=[O:17])=[O:14])[CH2:10][C@H:9]1[CH:11]=[CH2:12])([CH3:4])([CH3:3])[CH3:2].[C:27]([O:40][CH3:41])(=[O:39])[CH2:28][CH2:29][CH2:30][CH2:31][CH2:32][CH2:33][CH2:34][CH2:35][C:36]([O-])=[O:37].N1C2C=CC=CC=2N=N1.S(Cl)(Cl)=O.CCN(CC)CC. (4) Given the product [OH:52][C@@H:53]([CH2:57][OH:58])[C:54]([N:4]1[CH2:5][CH2:6][C@H:7]([O:8][C:9]2[CH:16]=[CH:15][C:14]([C:17]3[N:22]=[C:21]([NH:23][C:24]4[CH:29]=[CH:28][C:27]([N:30]5[CH2:35][CH2:34][N:33]([CH:36]6[CH2:39][O:38][CH2:37]6)[CH2:32][CH2:31]5)=[C:26]([O:40][CH3:41])[CH:25]=4)[N:20]=[CH:19][N:18]=3)=[CH:13][C:10]=2[C:11]#[N:12])[C:2]([F:1])([F:42])[CH2:3]1)=[O:55], predict the reactants needed to synthesize it. The reactants are: [F:1][C:2]1([F:42])[C@@H:7]([O:8][C:9]2[CH:16]=[CH:15][C:14]([C:17]3[N:22]=[C:21]([NH:23][C:24]4[CH:29]=[CH:28][C:27]([N:30]5[CH2:35][CH2:34][N:33]([CH:36]6[CH2:39][O:38][CH2:37]6)[CH2:32][CH2:31]5)=[C:26]([O:40][CH3:41])[CH:25]=4)[N:20]=[CH:19][N:18]=3)=[CH:13][C:10]=2[C:11]#[N:12])[CH2:6][CH2:5][NH:4][CH2:3]1.C(N(C(C)C)CC)(C)C.[OH:52][C@@H:53]([CH2:57][OH:58])[C:54](O)=[O:55].F[P-](F)(F)(F)(F)F.CN(C(N(C)C)=[N+]1C2C(=NC=CC=2)[N+]([O-])=N1)C.CN(C(ON1N=NC2C=CC=NC1=2)=[N+](C)C)C.F[P-](F)(F)(F)(F)F. (5) Given the product [Cl:12][C:13]1[CH:14]=[CH:15][C:16]([O:44][CH3:45])=[C:17]([CH:43]=1)[CH2:18][C@H:19]1[C:25](=[O:26])[N:24]([C:27]([NH:29][C@@H:30]([C:33]2[CH:34]=[C:35]([CH:39]=[CH:40][CH:41]=2)[C:36]([O-:38])=[O:37])[CH2:31][CH3:32])=[O:28])[CH2:23][C:22](=[O:42])[NH:21][CH2:20]1.[Na+:11], predict the reactants needed to synthesize it. The reactants are: C(C(CCCC)C([O-])=O)C.[Na+:11].[Cl:12][C:13]1[CH:14]=[CH:15][C:16]([O:44][CH3:45])=[C:17]([CH:43]=1)[CH2:18][C@H:19]1[C:25](=[O:26])[N:24]([C:27]([NH:29][C@@H:30]([C:33]2[CH:34]=[C:35]([CH:39]=[CH:40][CH:41]=2)[C:36]([OH:38])=[O:37])[CH2:31][CH3:32])=[O:28])[CH2:23][C:22](=[O:42])[NH:21][CH2:20]1.